From a dataset of NCI-60 drug combinations with 297,098 pairs across 59 cell lines. Regression. Given two drug SMILES strings and cell line genomic features, predict the synergy score measuring deviation from expected non-interaction effect. (1) Drug 1: C1CCC(C1)C(CC#N)N2C=C(C=N2)C3=C4C=CNC4=NC=N3. Drug 2: C1CCN(CC1)CCOC2=CC=C(C=C2)C(=O)C3=C(SC4=C3C=CC(=C4)O)C5=CC=C(C=C5)O. Cell line: UACC-257. Synergy scores: CSS=0.302, Synergy_ZIP=3.23, Synergy_Bliss=5.36, Synergy_Loewe=3.38, Synergy_HSA=2.16. (2) Drug 1: CNC(=O)C1=CC=CC=C1SC2=CC3=C(C=C2)C(=NN3)C=CC4=CC=CC=N4. Drug 2: CN(C)N=NC1=C(NC=N1)C(=O)N. Cell line: CCRF-CEM. Synergy scores: CSS=17.3, Synergy_ZIP=-7.41, Synergy_Bliss=-10.7, Synergy_Loewe=-8.54, Synergy_HSA=-8.02. (3) Cell line: MDA-MB-435. Drug 2: C1CN(CCN1C(=O)CCBr)C(=O)CCBr. Drug 1: CC1C(C(=O)NC(C(=O)N2CCCC2C(=O)N(CC(=O)N(C(C(=O)O1)C(C)C)C)C)C(C)C)NC(=O)C3=C4C(=C(C=C3)C)OC5=C(C(=O)C(=C(C5=N4)C(=O)NC6C(OC(=O)C(N(C(=O)CN(C(=O)C7CCCN7C(=O)C(NC6=O)C(C)C)C)C)C(C)C)C)N)C. Synergy scores: CSS=7.87, Synergy_ZIP=-7.76, Synergy_Bliss=-4.21, Synergy_Loewe=-20.0, Synergy_HSA=-4.93.